Dataset: Full USPTO retrosynthesis dataset with 1.9M reactions from patents (1976-2016). Task: Predict the reactants needed to synthesize the given product. (1) Given the product [Cl:21][C:17]1[CH:16]=[C:15]([C:14]#[C:13][C:11]2[N:10]=[C:9]([CH3:22])[N:8]([C:5]3[N:4]=[N:3][C:2]([N:25]([CH3:26])[CH3:24])=[CH:7][CH:6]=3)[CH:12]=2)[CH:20]=[CH:19][CH:18]=1, predict the reactants needed to synthesize it. The reactants are: Cl[C:2]1[N:3]=[N:4][C:5]([N:8]2[CH:12]=[C:11]([C:13]#[C:14][C:15]3[CH:20]=[CH:19][CH:18]=[C:17]([Cl:21])[CH:16]=3)[N:10]=[C:9]2[CH3:22])=[CH:6][CH:7]=1.Cl.[CH3:24][NH:25][CH3:26].C(=O)([O-])[O-].[Cs+].[Cs+].O. (2) Given the product [Cl:28][C:17]1[CH:16]=[C:15]([NH:14][C:6]2[C:5]3[C:10](=[CH:11][C:2](/[CH:36]=[CH:35]/[CH2:34][CH2:33][CH2:32][N:31]([CH2:50][CH3:51])[CH2:29][CH3:30])=[CH:3][CH:4]=3)[N:9]=[CH:8][C:7]=2[C:12]#[N:13])[CH:20]=[CH:19][C:18]=1[S:21][C:22]1[N:23]([CH3:27])[CH:24]=[CH:25][N:26]=1, predict the reactants needed to synthesize it. The reactants are: Br[C:2]1[CH:11]=[C:10]2[C:5]([C:6]([NH:14][C:15]3[CH:20]=[CH:19][C:18]([S:21][C:22]4[N:23]([CH3:27])[CH:24]=[CH:25][N:26]=4)=[C:17]([Cl:28])[CH:16]=3)=[C:7]([C:12]#[N:13])[CH:8]=[N:9]2)=[CH:4][CH:3]=1.[CH2:29]([N:31]([CH2:50][CH3:51])[CH2:32][CH2:33][CH2:34]/[CH:35]=[CH:36]/[Sn](CCCC)(CCCC)CCCC)[CH3:30]. (3) Given the product [Br:1][C:2]1[CH:3]=[CH:4][C:5]2[N:6]([C:8]([C:11]([N:29]3[CH2:28][CH2:27][CH:26]([C:20]4[CH:21]=[CH:22][CH:23]=[C:24]([F:25])[C:19]=4[Cl:18])[CH2:31][CH2:30]3)=[O:13])=[N:9][N:10]=2)[CH:7]=1, predict the reactants needed to synthesize it. The reactants are: [Br:1][C:2]1[CH:3]=[CH:4][C:5]2[N:6]([C:8]([C:11]([O:13]CC)=O)=[N:9][N:10]=2)[CH:7]=1.Cl.Cl.[Cl:18][C:19]1[C:24]([F:25])=[CH:23][CH:22]=[CH:21][C:20]=1[CH:26]1[CH2:31][CH2:30][NH:29][CH2:28][CH2:27]1.F[P-](F)(F)(F)(F)F.N1(O[P+](N(C)C)(N(C)C)N(C)C)C2C=CC=CC=2N=N1.C(N(C(C)C)CC)(C)C. (4) Given the product [N+:13]([C:5]1[CH:6]=[C:7]([CH:11]=[CH:12][C:4]=1[CH2:1][CH2:2][CH3:3])[C:8]([OH:10])=[O:9])([O-:15])=[O:14], predict the reactants needed to synthesize it. The reactants are: [CH2:1]([C:4]1[CH:12]=[CH:11][C:7]([C:8]([OH:10])=[O:9])=[CH:6][CH:5]=1)[CH2:2][CH3:3].[N+:13]([O-])([OH:15])=[O:14]. (5) Given the product [C:1]([O:5][C:6](=[O:17])[NH:7][C:8]1[CH:13]=[C:12]([CH3:14])[C:11]([Cl:15])=[CH:10][C:9]=1[NH:16][C:23](=[O:22])[CH2:24][C:25]([C:27]1[CH:32]=[CH:31][CH:30]=[C:29]([C:33]2[CH:38]=[CH:37][N:36]=[C:35]([CH3:39])[CH:34]=2)[CH:28]=1)=[O:26])([CH3:4])([CH3:2])[CH3:3], predict the reactants needed to synthesize it. The reactants are: [C:1]([O:5][C:6](=[O:17])[NH:7][C:8]1[CH:13]=[C:12]([CH3:14])[C:11]([Cl:15])=[CH:10][C:9]=1[NH2:16])([CH3:4])([CH3:3])[CH3:2].C([O:22][C:23](=O)[CH2:24][C:25]([C:27]1[CH:32]=[CH:31][CH:30]=[C:29]([C:33]2[CH:38]=[CH:37][N:36]=[C:35]([CH3:39])[CH:34]=2)[CH:28]=1)=[O:26])(C)(C)C. (6) Given the product [CH3:24][N:25]([CH3:29])[C:26](=[O:27])[O:15][C:11]1[CH:12]=[CH:13][CH:14]=[C:9]([B:4]2[O:3][C:2]([CH3:16])([CH3:1])[C:6]([CH3:7])([CH3:8])[O:5]2)[CH:10]=1, predict the reactants needed to synthesize it. The reactants are: [CH3:1][C:2]1([CH3:16])[C:6]([CH3:8])([CH3:7])[O:5][B:4]([C:9]2[CH:10]=[C:11]([OH:15])[CH:12]=[CH:13][CH:14]=2)[O:3]1.CCN(CC)CC.[CH3:24][N:25]([CH3:29])[C:26](Cl)=[O:27].O.